From a dataset of Forward reaction prediction with 1.9M reactions from USPTO patents (1976-2016). Predict the product of the given reaction. (1) Given the reactants [N+:1]([C:4]1[C:5]([C:13]([O:15][CH3:16])=[O:14])=[N:6][NH:7][C:8]=1[C:9]([O:11][CH3:12])=[O:10])([O-:3])=[O:2].[CH2:17]([O:19][CH2:20][CH2:21]Br)[CH3:18].C(=O)([O-])[O-].[K+].[K+], predict the reaction product. The product is: [CH2:17]([O:19][CH2:20][CH2:21][N:7]1[C:8]([C:9]([O:11][CH3:12])=[O:10])=[C:4]([N+:1]([O-:3])=[O:2])[C:5]([C:13]([O:15][CH3:16])=[O:14])=[N:6]1)[CH3:18]. (2) Given the reactants [CH3:1][C:2]1[CH:3]=[CH:4][CH:5]=[C:6]2[C:15]=1[N:14]=[C:13]1[C:8]([C:9]([C:16]([OH:18])=O)=[CH:10][CH:11]=[CH:12]1)=[N:7]2.C1N=CN(C(N2C=NC=C2)=O)C=1.[NH2:31][CH2:32][CH2:33][CH2:34][N:35]([CH3:52])[CH2:36][CH2:37][CH2:38][NH:39][C:40]1[N:41]=[N+:42]([O-:51])[C:43]2[CH:50]=[CH:49][CH:48]=[CH:47][C:44]=2[N+:45]=1[O-:46], predict the reaction product. The product is: [O-:51][N+:42]1[C:43]2[CH:50]=[CH:49][CH:48]=[CH:47][C:44]=2[N+:45]([O-:46])=[C:40]([NH:39][CH2:38][CH2:37][CH2:36][N:35]([CH3:52])[CH2:34][CH2:33][CH2:32][NH:31][C:16]([C:9]2[C:8]3[C:13](=[N:14][C:15]4[C:6]([N:7]=3)=[CH:5][CH:4]=[CH:3][C:2]=4[CH3:1])[CH:12]=[CH:11][CH:10]=2)=[O:18])[N:41]=1.